Task: Predict the product of the given reaction.. Dataset: Forward reaction prediction with 1.9M reactions from USPTO patents (1976-2016) Given the reactants [Br:1][C:2]1[C:10]([OH:11])=[CH:9][C:5]([C:6]([OH:8])=[O:7])=[CH:4][C:3]=1[OH:12].OS(O)(=O)=O.[CH3:18]O, predict the reaction product. The product is: [CH3:18][O:7][C:6](=[O:8])[C:5]1[CH:9]=[C:10]([OH:11])[C:2]([Br:1])=[C:3]([OH:12])[CH:4]=1.